Dataset: Full USPTO retrosynthesis dataset with 1.9M reactions from patents (1976-2016). Task: Predict the reactants needed to synthesize the given product. (1) Given the product [CH3:47][S:48]([O:21][CH2:20][CH2:19][C:12]1[C:13]2[C:18](=[CH:17][CH:16]=[CH:15][CH:14]=2)[C:9]([O:8][CH2:1][C:2]2[CH:7]=[CH:6][CH:5]=[CH:4][CH:3]=2)=[CH:10][C:11]=1[NH:22][C:23]([C:25]1[NH:26][C:27]2[C:32]([CH:33]=1)=[CH:31][C:30]([O:34][CH3:35])=[C:29]([O:36][CH3:37])[C:28]=2[O:38][CH3:39])=[O:24])(=[O:50])=[O:49], predict the reactants needed to synthesize it. The reactants are: [CH2:1]([O:8][C:9]1[C:18]2[C:13](=[CH:14][CH:15]=[CH:16][CH:17]=2)[C:12]([CH2:19][CH2:20][OH:21])=[C:11]([NH:22][C:23]([C:25]2[NH:26][C:27]3[C:32]([CH:33]=2)=[CH:31][C:30]([O:34][CH3:35])=[C:29]([O:36][CH3:37])[C:28]=3[O:38][CH3:39])=[O:24])[CH:10]=1)[C:2]1[CH:7]=[CH:6][CH:5]=[CH:4][CH:3]=1.C(N(CC)CC)C.[CH3:47][S:48](Cl)(=[O:50])=[O:49]. (2) Given the product [OH:7][C@@H:8]([CH3:14])[C:9]([N:1]1[CH2:6][CH2:5][NH:4][CH2:3][CH2:2]1)=[O:10], predict the reactants needed to synthesize it. The reactants are: [NH:1]1[CH2:6][CH2:5][NH:4][CH2:3][CH2:2]1.[OH:7][C@@H:8]([CH3:14])[C:9](OCC)=[O:10].C[O-].[Na+].O.O.O.C(O)(=O)C(O)=O. (3) The reactants are: [CH:1]1([CH2:5][CH:6]([OH:12])[C:7]([O:9][CH2:10][CH3:11])=[O:8])[CH2:4][CH2:3][CH2:2]1.[F:13][C:14]([F:27])([F:26])[S:15](O[S:15]([C:14]([F:27])([F:26])[F:13])(=[O:17])=[O:16])(=[O:17])=[O:16].CC1C=CC=C(C)N=1. Given the product [CH:1]1([CH2:5][CH:6]([O:12][S:15]([C:14]([F:27])([F:26])[F:13])(=[O:17])=[O:16])[C:7]([O:9][CH2:10][CH3:11])=[O:8])[CH2:2][CH2:3][CH2:4]1, predict the reactants needed to synthesize it. (4) Given the product [CH3:1][S:2]([C:5]1[CH:6]=[CH:7][C:8]([O:9][CH2:10][CH2:11][C@H:12]([CH:14]2[CH2:19][CH2:18][N:17]([C:20]3[O:24][N:25]=[C:26]([CH2:27][O:28][CH3:29])[N:21]=3)[CH2:16][CH2:15]2)[CH3:13])=[CH:22][CH:23]=1)(=[O:4])=[O:3], predict the reactants needed to synthesize it. The reactants are: [CH3:1][S:2]([C:5]1[CH:23]=[CH:22][C:8]([O:9][CH2:10][CH2:11][C@H:12]([CH:14]2[CH2:19][CH2:18][N:17]([C:20]#[N:21])[CH2:16][CH2:15]2)[CH3:13])=[CH:7][CH:6]=1)(=[O:4])=[O:3].[OH:24][NH:25][C:26](=N)[CH2:27][O:28][CH3:29]. (5) Given the product [ClH:1].[CH3:9][C:5]1[CH:6]=[CH:7][CH:8]=[C:3]([CH3:2])[C:4]=1[CH2:10][NH:11][C:12]1[C:13]2[N:14]([C:28]([CH3:32])=[C:29]([CH3:31])[N:30]=2)[CH:15]=[C:16]([N:18]2[C:23](=[O:24])[CH:22]=[CH:21][C:20]([C:25]([NH2:35])=[O:27])=[CH:19]2)[CH:17]=1, predict the reactants needed to synthesize it. The reactants are: [ClH:1].[CH3:2][C:3]1[CH:8]=[CH:7][CH:6]=[C:5]([CH3:9])[C:4]=1[CH2:10][NH:11][C:12]1[C:13]2[N:14]([C:28]([CH3:32])=[C:29]([CH3:31])[N:30]=2)[CH:15]=[C:16]([N:18]2[C:23](=[O:24])[CH:22]=[CH:21][C:20]([C:25]([OH:27])=O)=[CH:19]2)[CH:17]=1.[NH4+].O[N:35]1C2C=CC=CC=2N=N1.C(N1CCOCC1)C.Cl.CN(C)CCCN=C=NCC.Cl.